Task: Regression. Given a peptide amino acid sequence and an MHC pseudo amino acid sequence, predict their binding affinity value. This is MHC class I binding data.. Dataset: Peptide-MHC class I binding affinity with 185,985 pairs from IEDB/IMGT (1) The peptide sequence is YMLMGFQLK. The MHC is HLA-B18:01 with pseudo-sequence HLA-B18:01. The binding affinity (normalized) is 0.0847. (2) The peptide sequence is RRDYRRGL. The MHC is Mamu-B03 with pseudo-sequence Mamu-B03. The binding affinity (normalized) is 0.632. (3) The peptide sequence is RPKPDYSAM. The MHC is HLA-A02:06 with pseudo-sequence HLA-A02:06. The binding affinity (normalized) is 0.0847.